Predict the reactants needed to synthesize the given product. From a dataset of Full USPTO retrosynthesis dataset with 1.9M reactions from patents (1976-2016). (1) Given the product [Br:15][CH:16]1[C:17](=[C:18]([Br:20])[Br:19])[O:24][C:23](=[O:25])[CH:22]1[CH2:26][CH2:27][CH2:28][CH3:29], predict the reactants needed to synthesize it. The reactants are: O=P12OP3(OP(OP(O3)(O1)=O)(=O)O2)=O.[Br:15][CH:16]([CH:22]([CH2:26][CH2:27][CH2:28][CH3:29])[C:23]([OH:25])=[O:24])[C:17](=O)[CH:18]([Br:20])[Br:19]. (2) Given the product [CH:1]([C@H:4]1[CH2:8][O:7][C:6](=[O:9])[N:5]1[C:10]1[CH:15]=[CH:14][N:13]2[N:16]=[CH:17][C:18]([C:19]3[CH:20]=[CH:21][C:22]([C:25]4[N:29]=[CH:28][N:27]([CH2:30][C:31]([OH:33])=[O:32])[N:26]=4)=[CH:23][CH:24]=3)=[C:12]2[N:11]=1)([CH3:3])[CH3:2], predict the reactants needed to synthesize it. The reactants are: [CH:1]([C@H:4]1[CH2:8][O:7][C:6](=[O:9])[N:5]1[C:10]1[CH:15]=[CH:14][N:13]2[N:16]=[CH:17][C:18]([C:19]3[CH:24]=[CH:23][C:22]([C:25]4[N:29]=[CH:28][N:27]([CH2:30][C:31]([O:33]C(C)(C)C)=[O:32])[N:26]=4)=[CH:21][CH:20]=3)=[C:12]2[N:11]=1)([CH3:3])[CH3:2].C(O)(C(F)(F)F)=O. (3) Given the product [F:1][C:2]1[CH:7]=[CH:6][C:5]([CH2:8][N:9]2[C:17]3[C:12](=[CH:13][CH:14]=[CH:15][CH:16]=3)[C:11]([O:18][CH2:19][C:20]3[CH:25]=[CH:24][CH:23]=[CH:22][CH:21]=3)=[C:10]2[N:43]([CH2:44][C:45]2[CH:46]=[N:47][CH:48]=[CH:49][CH:50]=2)[CH:53]=[O:54])=[CH:4][CH:3]=1, predict the reactants needed to synthesize it. The reactants are: [F:1][C:2]1[CH:7]=[CH:6][C:5]([CH2:8][N:9]2[C:17]3[C:12](=[CH:13][CH:14]=[CH:15][CH:16]=3)[C:11]([O:18][CH2:19][C:20]3[CH:25]=[CH:24][CH:23]=[CH:22][CH:21]=3)=[C:10]2C(O)=O)=[CH:4][CH:3]=1.CCN(C(C)C)C(C)C.CS(Cl)(=O)=O.[NH2:43][CH2:44][C:45]1[CH:46]=[N:47][CH:48]=[CH:49][CH:50]=1.C1C[O:54][CH2:53]C1. (4) Given the product [NH2:25][C:26]1[CH:34]=[CH:33][C:29]([C:30]([NH:36][CH:37]2[CH2:42][CH2:41][N:40]([CH3:43])[CH2:39][CH2:38]2)=[O:32])=[CH:28][C:27]=1[Cl:35], predict the reactants needed to synthesize it. The reactants are: CN(C(ON1N=NC2C=CC=NC1=2)=[N+](C)C)C.F[P-](F)(F)(F)(F)F.[NH2:25][C:26]1[CH:34]=[CH:33][C:29]([C:30]([OH:32])=O)=[CH:28][C:27]=1[Cl:35].[NH2:36][CH:37]1[CH2:42][CH2:41][N:40]([CH3:43])[CH2:39][CH2:38]1.CCN(C(C)C)C(C)C. (5) Given the product [F:16][C:2]1([F:1])[CH2:10][C@@H:9]2[C@@H:5]([C@@H:6]([CH3:12])[O:7][C:8]2=[O:11])[C@@H:4]([CH:13]=[O:14])[C@@H:3]1[CH3:15], predict the reactants needed to synthesize it. The reactants are: [F:1][C:2]1([F:16])[CH2:10][C@@H:9]2[C@@H:5]([C@@H:6]([CH3:12])[O:7][C:8]2=[O:11])[C@@H:4]([CH2:13][OH:14])[C@@H:3]1[CH3:15].CC(OI1(OC(C)=O)(OC(C)=O)OC(=O)C2C=CC=CC1=2)=O.C([O-])(O)=O.[Na+].O=C1O[C@H]([C@H](CO)O)C(O)=C1O. (6) Given the product [CH:23]([NH:26][C:27]1[N:32]2[CH:33]=[CH:34][N:35]=[C:31]2[N:30]=[C:29]([C:36]2[CH:43]=[CH:42][C:39]([CH2:40][N:1]3[CH2:4][CH:3]([C:5]4[N:6]=[C:7]([C:10]5[CH:15]=[CH:14][CH:13]=[CH:12][N:11]=5)[NH:8][N:9]=4)[CH2:2]3)=[CH:38][CH:37]=2)[C:28]=1[C:44]1[CH:49]=[CH:48][CH:47]=[CH:46][CH:45]=1)([CH3:25])[CH3:24], predict the reactants needed to synthesize it. The reactants are: [NH:1]1[CH2:4][CH:3]([C:5]2[NH:9][N:8]=[C:7]([C:10]3[CH:15]=[CH:14][CH:13]=[CH:12][N:11]=3)[N:6]=2)[CH2:2]1.C(N(CC)CC)C.[CH:23]([NH:26][C:27]1[N:32]2[CH:33]=[CH:34][N:35]=[C:31]2[N:30]=[C:29]([C:36]2[CH:43]=[CH:42][C:39]([CH:40]=O)=[CH:38][CH:37]=2)[C:28]=1[C:44]1[CH:49]=[CH:48][CH:47]=[CH:46][CH:45]=1)([CH3:25])[CH3:24].C(O)(=O)C.[BH-](OC(C)=O)(OC(C)=O)OC(C)=O.[Na+]. (7) Given the product [CH2:28]([O:27][C:21]([C:22]1[C:7]([C:5]2[CH:6]=[N:1][CH:2]=[N:3][CH:4]=2)=[N:8][N:9]([C:10]2[CH:15]=[CH:14][CH:13]=[C:12]([O:16][C:17]([F:18])([F:19])[F:20])[CH:11]=2)[C:23]=1[CH3:25])=[O:26])[CH3:29], predict the reactants needed to synthesize it. The reactants are: [N:1]1[CH:6]=[C:5](/[CH:7]=[N:8]/[NH:9][C:10]2[CH:15]=[CH:14][CH:13]=[C:12]([O:16][C:17]([F:20])([F:19])[F:18])[CH:11]=2)[CH:4]=[N:3][CH:2]=1.[C:21]([O:27][CH2:28][CH3:29])(=[O:26])[CH2:22][C:23]([CH3:25])=O.